From a dataset of Ames mutagenicity test results for genotoxicity prediction. Regression/Classification. Given a drug SMILES string, predict its toxicity properties. Task type varies by dataset: regression for continuous values (e.g., LD50, hERG inhibition percentage) or binary classification for toxic/non-toxic outcomes (e.g., AMES mutagenicity, cardiotoxicity, hepatotoxicity). Dataset: ames. (1) The molecule is C/C=C/c1cccc(OC)c1OC. The result is 1 (mutagenic). (2) The result is 1 (mutagenic). The compound is O=C(/N=c1\sn(C(=O)c2ccc([N+](=O)[O-])cc2)c2ccc([N+](=O)[O-])cc12)c1ccc([N+](=O)[O-])cc1. (3) The compound is O=Nc1cc2c3ccccc3ccc2c2ccccc12. The result is 1 (mutagenic).